Dataset: Full USPTO retrosynthesis dataset with 1.9M reactions from patents (1976-2016). Task: Predict the reactants needed to synthesize the given product. (1) Given the product [CH2:1]([C:3]1[N:8]=[C:7]([C:9]([NH2:11])=[O:10])[C:6]([NH:12][C:13]2[CH:18]=[CH:17][C:16]([N:19]3[CH2:20][CH2:21][CH:22]([N:25]4[CH2:26][CH2:27][N:28]([CH3:31])[CH2:29][CH2:30]4)[CH2:23][CH2:24]3)=[C:15]([CH3:32])[CH:14]=2)=[N:5][C:4]=1[CH:33]1[CH2:38][CH2:37][NH:36][CH2:35][CH2:34]1)[CH3:2], predict the reactants needed to synthesize it. The reactants are: [CH2:1]([C:3]1[N:8]=[C:7]([C:9]([NH2:11])=[O:10])[C:6]([NH:12][C:13]2[CH:18]=[CH:17][C:16]([N:19]3[CH2:24][CH2:23][CH:22]([N:25]4[CH2:30][CH2:29][N:28]([CH3:31])[CH2:27][CH2:26]4)[CH2:21][CH2:20]3)=[C:15]([CH3:32])[CH:14]=2)=[N:5][C:4]=1[C:33]1[CH2:34][CH2:35][NH:36][CH2:37][CH:38]=1)[CH3:2].C(O)C. (2) Given the product [CH3:1][CH2:2][N:3]([CH2:6][CH2:7][NH:8][C:9]([C:11]1[C:12]([CH3:29])=[C:13](/[CH:17]=[C:18]2/[C:19]3[CH:20]=[C:21]([F:28])[CH:22]=[CH:23][C:24]=3[NH:25][C:26]/2=[O:27])[NH:14][C:15]=1[CH3:16])=[O:10])[CH2:4][CH3:5].[CH3:42][O:41][C:40]1[CH:43]=[C:33](/[CH:32]=[CH:31]/[C:30]([OH:45])=[O:44])[CH:34]=[C:35]([O:36][CH3:37])[C:38]=1[OH:39], predict the reactants needed to synthesize it. The reactants are: [CH3:1][CH2:2][N:3]([CH2:6][CH2:7][NH:8][C:9]([C:11]1[C:12]([CH3:29])=[C:13](/[CH:17]=[C:18]2/[C:19]3[CH:20]=[C:21]([F:28])[CH:22]=[CH:23][C:24]=3[NH:25][C:26]/2=[O:27])[NH:14][C:15]=1[CH3:16])=[O:10])[CH2:4][CH3:5].[C:30]([OH:45])(=[O:44])/[CH:31]=[CH:32]/[C:33]1[CH:43]=[C:40]([O:41][CH3:42])[C:38]([OH:39])=[C:35]([O:36][CH3:37])[CH:34]=1. (3) Given the product [CH2:15]([O:22][C:23]1[CH:24]=[C:25]2[C:30](=[CH:31][C:32]=1[O:33][CH3:34])[CH:29](/[CH:2]=[CH:3]/[C:4]1[S:5][CH:6]=[CH:7][C:8]=1[CH3:9])[NH:28][CH2:27][CH2:26]2)[C:16]1[CH:21]=[CH:20][CH:19]=[CH:18][CH:17]=1, predict the reactants needed to synthesize it. The reactants are: Br/[CH:2]=[CH:3]/[C:4]1[S:5][CH:6]=[CH:7][C:8]=1[CH3:9].C([Li])(C)(C)C.[CH2:15]([O:22][C:23]1[CH:24]=[C:25]2[C:30](=[CH:31][C:32]=1[O:33][CH3:34])[CH:29]=[N:28][CH2:27][CH2:26]2)[C:16]1[CH:21]=[CH:20][CH:19]=[CH:18][CH:17]=1.C[Si](Cl)(C)C. (4) The reactants are: [F:1][C:2]1[CH:3]=[C:4]([CH:23]=[C:24]([F:26])[CH:25]=1)[CH2:5][C@H:6]([NH:15][C:16](=[O:22])OC(C)(C)C)[C@@H:7]([OH:14])[C@H:8]([OH:13])[CH2:9][CH2:10][CH2:11][CH3:12].FC(F)(F)C(O)=O.[Br:34][C:35]1[CH:36]=[C:37]([CH:41]=[C:42]([C:44]([N:46]([CH2:50][CH2:51][CH3:52])[CH2:47][CH2:48][CH3:49])=[O:45])[CH:43]=1)C(O)=O.ON1C2C=CC=CC=2N=N1.C1CN([P+](ON2N=NC3C=CC=CC2=3)(N2CCCC2)N2CCCC2)CC1.F[P-](F)(F)(F)(F)F.CCN(C(C)C)C(C)C. Given the product [Br:34][C:35]1[CH:43]=[C:42]([C:44]([N:46]([CH2:50][CH2:51][CH3:52])[CH2:47][CH2:48][CH3:49])=[O:45])[CH:41]=[C:37]([CH:36]=1)[C:16]([NH:15][C@@H:6]([CH2:5][C:4]1[CH:23]=[C:24]([F:26])[CH:25]=[C:2]([F:1])[CH:3]=1)[C@@H:7]([OH:14])[C@H:8]([OH:13])[CH2:9][CH2:10][CH2:11][CH3:12])=[O:22], predict the reactants needed to synthesize it.